Binary Classification. Given a T-cell receptor sequence (or CDR3 region) and an epitope sequence, predict whether binding occurs between them. From a dataset of TCR-epitope binding with 47,182 pairs between 192 epitopes and 23,139 TCRs. (1) The epitope is VTIAEILLI. The TCR CDR3 sequence is CASSQGGSYEQFF. Result: 1 (the TCR binds to the epitope). (2) The epitope is GPGHKARVL. The TCR CDR3 sequence is CASSEHMGGQGRVYGYTF. Result: 0 (the TCR does not bind to the epitope).